Dataset: Full USPTO retrosynthesis dataset with 1.9M reactions from patents (1976-2016). Task: Predict the reactants needed to synthesize the given product. (1) The reactants are: [OH-].[Na+].[N+:3]([C:6]1[CH:14]=[CH:13][CH:12]=[C:11]2[C:7]=1[CH:8]=[N:9][NH:10]2)([O-:5])=[O:4].[O-][Cl:16].[Na+].Cl. Given the product [Cl:16][C:8]1[C:7]2[C:11](=[CH:12][CH:13]=[CH:14][C:6]=2[N+:3]([O-:5])=[O:4])[NH:10][N:9]=1, predict the reactants needed to synthesize it. (2) The reactants are: O=C1N(P(Cl)(N2CCOC2=O)=O)CCO1.[C:16]1([C:22]2[C:31]3[C:26](=[CH:27][CH:28]=[CH:29][CH:30]=3)[CH2:25][CH2:24][N:23]=2)[CH:21]=[CH:20][CH:19]=[CH:18][CH:17]=1.[CH3:32][O:33][C:34]1[CH:39]=[C:38]([O:40][CH3:41])[N:37]=[C:36]([O:42][CH2:43][C:44](O)=[O:45])[N:35]=1. Given the product [CH3:41][O:40][C:38]1[CH:39]=[C:34]([O:33][CH3:32])[N:35]=[C:36]([O:42][C@H:43]2[C@:22]3([C:16]4[CH:17]=[CH:18][CH:19]=[CH:20][CH:21]=4)[C:31]4[C:26]([CH2:25][CH2:24][N:23]3[C:44]2=[O:45])=[CH:27][CH:28]=[CH:29][CH:30]=4)[N:37]=1, predict the reactants needed to synthesize it. (3) Given the product [F:1][C:2]1[CH:7]=[C:6]([C:27]2[CH:40]=[CH:39][CH:38]=[CH:37][C:28]=2[O:29][C:30]2[N:35]=[C:34]([NH2:36])[CH:33]=[CH:32][N:31]=2)[CH:5]=[CH:4][C:3]=1[C:17]1[CH:18]=[C:19]2[CH:25]=[CH:24][NH:23][C:20]2=[N:21][CH:22]=1, predict the reactants needed to synthesize it. The reactants are: [F:1][C:2]1[CH:7]=[C:6](B2OC(C)(C)C(C)(C)O2)[CH:5]=[CH:4][C:3]=1[C:17]1[CH:18]=[C:19]2[CH:25]=[CH:24][NH:23][C:20]2=[N:21][CH:22]=1.Br[C:27]1[CH:40]=[CH:39][CH:38]=[CH:37][C:28]=1[O:29][C:30]1[N:35]=[C:34]([NH2:36])[CH:33]=[CH:32][N:31]=1.